Dataset: Forward reaction prediction with 1.9M reactions from USPTO patents (1976-2016). Task: Predict the product of the given reaction. (1) Given the reactants [H-].[Na+].[C:3]1([C:9]2[CH:10]=[CH:11][C:12]([C:21](=[N:23][OH:24])[CH3:22])=[N:13][C:14]=2[C:15]2[CH:20]=[CH:19][CH:18]=[CH:17][CH:16]=2)[CH:8]=[CH:7][CH:6]=[CH:5][CH:4]=1.[CH3:25]I, predict the reaction product. The product is: [CH3:25][O:24][N:23]=[C:21]([C:12]1[CH:11]=[CH:10][C:9]([C:3]2[CH:4]=[CH:5][CH:6]=[CH:7][CH:8]=2)=[C:14]([C:15]2[CH:16]=[CH:17][CH:18]=[CH:19][CH:20]=2)[N:13]=1)[CH3:22]. (2) Given the reactants C([Sn](CCCC)(CCCC)[C:6]1[CH:11]=[CH:10][C:9]([Sn](CCCC)(CCCC)CCCC)=[CH:8][CH:7]=1)CCC.Br[C:34]1[CH:39]=[CH:38][CH:37]=[CH:36][C:35]=1[NH:40][C:41](=[O:51])[CH2:42][CH2:43][CH2:44][CH2:45][CH2:46][CH2:47][CH2:48][CH2:49][CH3:50], predict the reaction product. The product is: [C:34]1([C:38]2[CH:37]=[CH:36][C:35]([C:6]3[CH:7]=[CH:8][CH:9]=[CH:10][C:11]=3[NH:40][C:41](=[O:51])[CH2:42][CH2:43][CH2:44][CH2:45][CH2:46][CH2:47][CH2:48][CH2:49][CH3:50])=[CH:34][CH:39]=2)[CH:39]=[CH:38][CH:37]=[CH:36][C:35]=1[NH:40][C:41](=[O:51])[CH2:42][CH2:43][CH2:44][CH2:45][CH2:46][CH2:47][CH2:48][CH2:49][CH3:50]. (3) Given the reactants [Cl:1][C:2]1[CH:10]=[CH:9][C:8]([N:11]([CH3:20])[S:12]([C:15]2[S:16][CH:17]=[CH:18][CH:19]=2)(=[O:14])=[O:13])=[C:7]2[C:3]=1[CH:4]=[C:5]([C:21]1[S:22][C:23]([CH2:26]O)=[CH:24][N:25]=1)[NH:6]2.O1[CH2:32][CH2:31]CC1.S(Cl)(Cl)=O.[OH2:37], predict the reaction product. The product is: [C:7]([N:6]1[CH2:32][CH2:31][N:25]([CH2:26][C:23]2[S:22][C:21]([C:5]3[NH:6][C:7]4[C:3]([CH:4]=3)=[C:2]([Cl:1])[CH:10]=[CH:9][C:8]=4[N:11]([CH3:20])[S:12]([C:15]3[S:16][CH:17]=[CH:18][CH:19]=3)(=[O:14])=[O:13])=[N:25][CH:24]=2)[CH2:21][CH2:5]1)(=[O:37])[CH3:3]. (4) The product is: [CH3:1][O:2][C:3]1[CH:11]=[C:10]2[C:6]([C:7](=[N:13][N:14]=[CH:15][C:16]3[NH:20][C:19]([CH3:21])=[C:18]([C:22]([NH:24][CH2:25][CH2:26][CH2:27][CH2:28][CH2:29][C:30]([NH:52][C:51]4[CH:50]=[CH:49][CH:48]=[CH:47][C:55]=4[NH2:54])=[O:31])=[O:23])[C:17]=3[CH3:33])[C:8](=[O:12])[NH:9]2)=[CH:5][CH:4]=1. Given the reactants [CH3:1][O:2][C:3]1[CH:11]=[C:10]2[C:6]([C:7](=[N:13][N:14]=[CH:15][C:16]3[NH:20][C:19]([CH3:21])=[C:18]([C:22]([NH:24][CH2:25][CH2:26][CH2:27][CH2:28][CH2:29][C:30](O)=[O:31])=[O:23])[C:17]=3[CH3:33])[C:8](=[O:12])[NH:9]2)=[CH:5][CH:4]=1.Cl.C(N=C=NCCCN(C)C)C.O[C:47]1[C:55]2[N:54]=N[NH:52][C:51]=2[CH:50]=[CH:49][CH:48]=1.C(N(CC)CC)C.C1(N)C=CC=CC=1N, predict the reaction product. (5) Given the reactants Cl[C:2]1[C:7]([C:8]([F:11])([F:10])[F:9])=[CH:6][N:5]=[C:4]([NH:12][C:13]2[CH:27]=[CH:26][C:16]([CH2:17][P:18](=[O:25])([O:22][CH2:23][CH3:24])[O:19][CH2:20][CH3:21])=[CH:15][C:14]=2[O:28][CH3:29])[N:3]=1.[NH2:30][C:31]1[CH:40]=[CH:39][C:38]([F:41])=[CH:37][C:32]=1[C:33]([NH:35][CH3:36])=[O:34].C(O)(C(F)(F)F)=O, predict the reaction product. The product is: [F:41][C:38]1[CH:39]=[CH:40][C:31]([NH:30][C:2]2[C:7]([C:8]([F:11])([F:10])[F:9])=[CH:6][N:5]=[C:4]([NH:12][C:13]3[CH:27]=[CH:26][C:16]([CH2:17][P:18](=[O:25])([O:22][CH2:23][CH3:24])[O:19][CH2:20][CH3:21])=[CH:15][C:14]=3[O:28][CH3:29])[N:3]=2)=[C:32]([C:33](=[O:34])[NH:35][CH3:36])[CH:37]=1. (6) Given the reactants [CH2:1]([S:8]([C:11]1[CH:16]=[CH:15][C:14](Br)=[CH:13][CH:12]=1)(=[O:10])=[O:9])[C:2]1[CH:7]=[CH:6][CH:5]=[CH:4][CH:3]=1.[CH3:18][C@@H:19]1[CH2:23][CH2:22][CH2:21][N:20]1[CH2:24][CH2:25][C:26]1[CH:31]=[CH:30][C:29](B(O)O)=[CH:28][CH:27]=1, predict the reaction product. The product is: [CH3:18][C@@H:19]1[CH2:23][CH2:22][CH2:21][N:20]1[CH2:24][CH2:25][C:26]1[CH:31]=[CH:30][C:29]([C:14]2[CH:15]=[CH:16][C:11]([S:8]([CH2:1][C:2]3[CH:7]=[CH:6][CH:5]=[CH:4][CH:3]=3)(=[O:10])=[O:9])=[CH:12][CH:13]=2)=[CH:28][CH:27]=1.